This data is from Full USPTO retrosynthesis dataset with 1.9M reactions from patents (1976-2016). The task is: Predict the reactants needed to synthesize the given product. (1) Given the product [C:26]([Si:23]([CH3:25])([CH3:24])[O:1][C@H:2]1[CH2:6][CH2:5][C@H:4]([NH:7][C:8]2[C:13]([C:14]#[N:15])=[CH:12][N:11]=[C:10]([S:16][CH3:17])[N:9]=2)[CH2:3]1)([CH3:29])([CH3:28])[CH3:27], predict the reactants needed to synthesize it. The reactants are: [OH:1][C@H:2]1[CH2:6][CH2:5][C@H:4]([NH:7][C:8]2[C:13]([C:14]#[N:15])=[CH:12][N:11]=[C:10]([S:16][CH3:17])[N:9]=2)[CH2:3]1.N1C=CN=C1.[Si:23](Cl)([C:26]([CH3:29])([CH3:28])[CH3:27])([CH3:25])[CH3:24]. (2) Given the product [C:1]([C:3]1[CH:4]=[C:5]([C:24]2[CH:29]=[CH:28][C:27]([C:30]([OH:32])=[O:31])=[C:26]([F:35])[CH:25]=2)[CH:6]=[CH:7][C:8]=1[O:9][CH2:10][CH:11]1[CH2:12][CH2:13][N:14]([CH2:17][C:18]([CH2:22][CH3:23])([F:21])[CH2:19][CH3:20])[CH2:15][CH2:16]1)#[N:2], predict the reactants needed to synthesize it. The reactants are: [C:1]([C:3]1[CH:4]=[C:5]([C:24]2[CH:29]=[CH:28][C:27]([C:30]([O:32]CC)=[O:31])=[C:26]([F:35])[CH:25]=2)[CH:6]=[CH:7][C:8]=1[O:9][CH2:10][CH:11]1[CH2:16][CH2:15][N:14]([CH2:17][C:18]([CH2:22][CH3:23])([F:21])[CH2:19][CH3:20])[CH2:13][CH2:12]1)#[N:2].O[Li].O. (3) Given the product [CH3:29][C:27]([CH3:26])([S@:30]([NH:32][C@@:33]([CH:35]1[CH2:36][CH2:37][O:38][CH2:39][CH2:40]1)([CH3:34])[CH2:22][C:21]([O:24][CH3:25])=[O:23])=[O:31])[CH3:28], predict the reactants needed to synthesize it. The reactants are: C(NC(C)C)(C)C.C([Li])CCC.[Li+].CC([N-]C(C)C)C.[C:21]([O:24][CH3:25])(=[O:23])[CH3:22].[CH3:26][C:27]([S@:30]([N:32]=[C:33]([CH:35]1[CH2:40][CH2:39][O:38][CH2:37][CH2:36]1)[CH3:34])=[O:31])([CH3:29])[CH3:28]. (4) Given the product [Br:9][CH2:10][CH2:11][CH2:12][CH2:13][CH2:14][CH2:15][O:2][C:1]1[CH:8]=[CH:7][C:5]([OH:6])=[CH:4][CH:3]=1, predict the reactants needed to synthesize it. The reactants are: [C:1]1([CH:8]=[CH:7][C:5]([OH:6])=[CH:4][CH:3]=1)[OH:2].[Br:9][CH2:10][CH2:11][CH2:12][CH2:13][CH2:14][CH2:15]Br.[OH-].[K+]. (5) Given the product [Br:1][CH2:37][C:32]1[N:33]=[C:34]([CH3:36])[O:35][C:31]=1[C:27]1[CH:28]=[CH:29][CH:30]=[C:25]([CH2:24][O:23][CH3:22])[CH:26]=1, predict the reactants needed to synthesize it. The reactants are: [Br:1]Br.C1(P(C2C=CC=CC=2)C2C=CC=CC=2)C=CC=CC=1.[CH3:22][O:23][CH2:24][C:25]1[CH:26]=[C:27]([C:31]2[O:35][C:34]([CH3:36])=[N:33][C:32]=2[CH2:37]O)[CH:28]=[CH:29][CH:30]=1.